Dataset: Full USPTO retrosynthesis dataset with 1.9M reactions from patents (1976-2016). Task: Predict the reactants needed to synthesize the given product. (1) Given the product [S:25]1[C:21]2[CH:20]=[C:19]([NH:18][C:2]3[CH:12]=[C:11]([NH:13][CH:14]([CH3:15])[CH3:17])[C:5]([C:6]([O:8][CH2:9][CH3:10])=[O:7])=[CH:4][N:3]=3)[CH:27]=[CH:26][C:22]=2[N:23]=[CH:24]1, predict the reactants needed to synthesize it. The reactants are: Cl[C:2]1[CH:12]=[C:11]([NH:13][CH:14]2[CH2:17]C[CH2:15]2)[C:5]([C:6]([O:8][CH2:9][CH3:10])=[O:7])=[CH:4][N:3]=1.[NH2:18][C:19]1[CH:27]=[CH:26][C:22]2[N:23]=[CH:24][S:25][C:21]=2[CH:20]=1.CC1(C)C2C(=C(P(C3C=CC=CC=3)C3C=CC=CC=3)C=CC=2)OC2C(P(C3C=CC=CC=3)C3C=CC=CC=3)=CC=CC1=2.C([O-])([O-])=O.[Na+].[Na+]. (2) Given the product [C:17]([O:16][C:14]([N:12]1[CH2:13][C:10]2([CH2:9][N:8]([C:5]3[CH:6]=[N:7][C:2]([NH:1][C:23]4[C:24](=[O:31])[N:25]([CH3:30])[N:26]=[C:27]([Cl:29])[CH:28]=4)=[CH:3][CH:4]=3)[CH2:21]2)[CH2:11]1)=[O:15])([CH3:18])([CH3:20])[CH3:19], predict the reactants needed to synthesize it. The reactants are: [NH2:1][C:2]1[N:7]=[CH:6][C:5]([N:8]2[CH2:21][C:10]3([CH2:13][N:12]([C:14]([O:16][C:17]([CH3:20])([CH3:19])[CH3:18])=[O:15])[CH2:11]3)[CH2:9]2)=[CH:4][CH:3]=1.Br[C:23]1[C:24](=[O:31])[N:25]([CH3:30])[N:26]=[C:27]([Cl:29])[CH:28]=1.CC1(C)C2C(=C(P(C3C=CC=CC=3)C3C=CC=CC=3)C=CC=2)OC2C(P(C3C=CC=CC=3)C3C=CC=CC=3)=CC=CC1=2.C([O-])([O-])=O.[Cs+].[Cs+]. (3) Given the product [CH2:17]([S:19][C:20]1[C:21]([C:26]([NH:12][C:11]2[CH:10]=[C:9]3[C:5](=[CH:4][C:3]=2[NH:2][CH3:1])[C:6]([F:15])([F:16])[O:7][C:8]3([F:14])[F:13])=[O:28])=[N:22][CH:23]=[CH:24][CH:25]=1)[CH3:18], predict the reactants needed to synthesize it. The reactants are: [CH3:1][NH:2][C:3]1[CH:4]=[C:5]2[C:9](=[CH:10][C:11]=1[NH2:12])[C:8]([F:14])([F:13])[O:7][C:6]2([F:16])[F:15].[CH2:17]([S:19][C:20]1[C:21]([C:26]([OH:28])=O)=[N:22][CH:23]=[CH:24][CH:25]=1)[CH3:18].CCN=C=NCCCN(C)C.C1C=CC2N(O)N=NC=2C=1.